Dataset: Reaction yield outcomes from USPTO patents with 853,638 reactions. Task: Predict the reaction yield, written as a fraction of the theoretical maximum amount of product (1.0 means a 100% yield; for example, 0.34 means a 34% yield). (1) The product is [CH3:23][N:24]([CH3:32])[CH:25]1[CH2:30][CH2:29][CH:28]([O:31][C:2]2[C:3]3[CH:10]=[C:9]([CH2:11][CH2:12][NH:13][C:14](=[O:20])[O:15][C:16]([CH3:19])([CH3:18])[CH3:17])[S:8][C:4]=3[N:5]=[CH:6][N:7]=2)[CH2:27][CH2:26]1. The yield is 0.520. The catalyst is C1COCC1. The reactants are Cl[C:2]1[C:3]2[CH:10]=[C:9]([CH2:11][CH2:12][NH:13][C:14](=[O:20])[O:15][C:16]([CH3:19])([CH3:18])[CH3:17])[S:8][C:4]=2[N:5]=[CH:6][N:7]=1.[H-].[Na+].[CH3:23][N:24]([CH3:32])[CH:25]1[CH2:30][CH2:29][CH:28]([OH:31])[CH2:27][CH2:26]1. (2) The reactants are [O:1]=[C:2]1[C:11]2[C:6](=[CH:7][CH:8]=[CH:9][C:10]=2[C:12]([F:15])([F:14])[F:13])[NH:5][CH:4]=[C:3]1[C:16]([O:18]CC)=[O:17].[OH-].[Na+]. The product is [O:1]=[C:2]1[C:11]2[C:6](=[CH:7][CH:8]=[CH:9][C:10]=2[C:12]([F:15])([F:13])[F:14])[NH:5][CH:4]=[C:3]1[C:16]([OH:18])=[O:17]. The catalyst is [Pd]. The yield is 0.920.